The task is: Regression. Given a peptide amino acid sequence and an MHC pseudo amino acid sequence, predict their binding affinity value. This is MHC class II binding data.. This data is from Peptide-MHC class II binding affinity with 134,281 pairs from IEDB. (1) The peptide sequence is IPVIVADDLTAAINK. The MHC is HLA-DQA10501-DQB10402 with pseudo-sequence YNYHQRXFATVLHSLFFGGTYYDIEDSTVHLETT. The binding affinity (normalized) is 0. (2) The peptide sequence is DVDQSLIIAARNIVR. The MHC is DRB4_0101 with pseudo-sequence DRB4_0103. The binding affinity (normalized) is 0.156. (3) The peptide sequence is RRGRIGRNPNRDGDS. The MHC is HLA-DQA10201-DQB10301 with pseudo-sequence HLA-DQA10201-DQB10301. The binding affinity (normalized) is 0. (4) The peptide sequence is GAYFVSSGKYEGGNI. The MHC is DRB1_0802 with pseudo-sequence DRB1_0802. The binding affinity (normalized) is 0.229.